Dataset: NCI-60 drug combinations with 297,098 pairs across 59 cell lines. Task: Regression. Given two drug SMILES strings and cell line genomic features, predict the synergy score measuring deviation from expected non-interaction effect. Drug 1: CNC(=O)C1=CC=CC=C1SC2=CC3=C(C=C2)C(=NN3)C=CC4=CC=CC=N4. Drug 2: CC1=CC=C(C=C1)C2=CC(=NN2C3=CC=C(C=C3)S(=O)(=O)N)C(F)(F)F. Cell line: OVCAR-4. Synergy scores: CSS=9.07, Synergy_ZIP=-1.80, Synergy_Bliss=-0.0546, Synergy_Loewe=-0.443, Synergy_HSA=0.0959.